From a dataset of Reaction yield outcomes from USPTO patents with 853,638 reactions. Predict the reaction yield, written as a fraction of the theoretical maximum amount of product (1.0 means a 100% yield; for example, 0.34 means a 34% yield). (1) The reactants are [CH3:1][O:2][C:3]1[CH:4]=[C:5]2[C:9](=[CH:10][C:11]=1[C:12]([F:15])([F:14])[F:13])[NH:8][C:7](C(O)=O)=[C:6]2[CH3:19].Cl. The catalyst is N1C2C(=CC=CC=2)C=CC=1.CCOC(C)=O.[Cu]. The product is [CH3:1][O:2][C:3]1[CH:4]=[C:5]2[C:9](=[CH:10][C:11]=1[C:12]([F:15])([F:13])[F:14])[NH:8][CH:7]=[C:6]2[CH3:19]. The yield is 0.510. (2) The reactants are O[C:2]1[CH:11]=[CH:10][C:9]2[C:8](=[O:12])[NH:7][CH2:6][CH2:5][C:4]=2[N:3]=1.P(Cl)(Cl)([Cl:15])=O. No catalyst specified. The product is [Cl:15][C:2]1[CH:11]=[CH:10][C:9]2[C:8](=[O:12])[NH:7][CH2:6][CH2:5][C:4]=2[N:3]=1. The yield is 0.360. (3) The reactants are [Br:1][C:2]1[CH:3]=[C:4]([NH2:9])[C:5]([Cl:8])=[N:6][CH:7]=1.C[Si]([N-][Si](C)(C)C)(C)C.[Na+].[Cl:20][C:21]1[CH:26]=[C:25]([F:27])[CH:24]=[CH:23][C:22]=1[S:28](Cl)(=[O:30])=[O:29]. The catalyst is C1COCC1.O. The product is [Br:1][C:2]1[CH:3]=[C:4]([NH:9][S:28]([C:22]2[CH:23]=[CH:24][C:25]([F:27])=[CH:26][C:21]=2[Cl:20])(=[O:30])=[O:29])[C:5]([Cl:8])=[N:6][CH:7]=1. The yield is 0.490. (4) The reactants are CO[C:3](=[O:29])[C:4]1[CH:9]=[CH:8][C:7]([CH3:10])=[C:6]([N:11]2[C:16](=[O:17])[C:15]([Br:18])=[C:14]([O:19][CH2:20][C:21]3[CH:26]=[CH:25][CH:24]=[C:23]([CH3:27])[N:22]=3)[N:13]=[C:12]2[CH3:28])[CH:5]=1.[OH-].[Na+].[C:32](N1C=CN=C1)(N1C=CN=C1)=O.Cl.[CH3:45][N:46](C)[OH:47].C(N(CC)CC)C. The catalyst is O1CCCC1. The product is [Br:18][C:15]1[C:16](=[O:17])[N:11]([C:6]2[CH:5]=[C:4]([CH:9]=[CH:8][C:7]=2[CH3:10])[C:3]([N:46]([O:47][CH3:32])[CH3:45])=[O:29])[C:12]([CH3:28])=[N:13][C:14]=1[O:19][CH2:20][C:21]1[CH:26]=[CH:25][CH:24]=[C:23]([CH3:27])[N:22]=1. The yield is 0.400. (5) The reactants are Br[C:2]1[CH:7]=[CH:6][C:5]([N:8]2[CH:12]=[CH:11][CH:10]=[N:9]2)=[CH:4][CH:3]=1.[CH2:13]([OH:16])[C:14]#[CH:15]. The catalyst is Cl[Pd](Cl)([P](C1C=CC=CC=1)(C1C=CC=CC=1)C1C=CC=CC=1)[P](C1C=CC=CC=1)(C1C=CC=CC=1)C1C=CC=CC=1.[Cu]I. The product is [N:8]1([C:5]2[CH:6]=[CH:7][C:2]([C:15]#[C:14][CH2:13][OH:16])=[CH:3][CH:4]=2)[CH:12]=[CH:11][CH:10]=[N:9]1. The yield is 0.370. (6) The reactants are [Cl:1][C:2]1[C:3]([CH:18]=[CH2:19])=[C:4]([NH:10][CH:11]([CH:15]([OH:17])[CH3:16])[C:12]([OH:14])=O)[CH:5]=[CH:6][C:7]=1[C:8]#[N:9].[C:20]([C:22]1[CH:31]=[CH:30][C:25]([C:26]([NH:28][NH2:29])=[O:27])=[CH:24][CH:23]=1)#[N:21].OC1C2N=NNC=2C=CC=1.Cl.CN(C)CCCN=C=NCC. The catalyst is C1COCC1. The product is [Cl:1][C:2]1[C:3]([CH:18]=[CH2:19])=[C:4]([NH:10][CH:11]([CH:15]([OH:17])[CH3:16])[C:12]([NH:29][NH:28][C:26](=[O:27])[C:25]2[CH:24]=[CH:23][C:22]([C:20]#[N:21])=[CH:31][CH:30]=2)=[O:14])[CH:5]=[CH:6][C:7]=1[C:8]#[N:9]. The yield is 0.490. (7) The reactants are [O:1]1[C:5]([C:6]([O:8]CC)=O)=[CH:4][N:3]=[CH:2]1.Cl.[Cl:12][C:13]1[CH:14]=[C:15]2[C:19](=[CH:20][CH:21]=1)[NH:18][CH:17]=[C:16]2[CH2:22][CH2:23][NH2:24].CN(C(ON1N=NC2C=CC=NC1=2)=[N+](C)C)C.F[P-](F)(F)(F)(F)F.C(N(CC)C(C)C)(C)C. The catalyst is O1CCCC1.[OH-].[Na+].O.CN(C=O)C.C(OCC)(=O)C. The product is [Cl:12][C:13]1[CH:14]=[C:15]2[C:19](=[CH:20][CH:21]=1)[NH:18][CH:17]=[C:16]2[CH2:22][CH2:23][NH:24][C:6]([C:5]1[O:1][CH:2]=[N:3][CH:4]=1)=[O:8]. The yield is 0.320.